Dataset: Forward reaction prediction with 1.9M reactions from USPTO patents (1976-2016). Task: Predict the product of the given reaction. Given the reactants [Li+].[OH-:2].[O:3]=[C:4]1[N:10]([CH:11]2[CH2:16][CH2:15][N:14]([C:17]([O:19][C@H:20]([CH2:43][C:44]3[CH:49]=[C:48]([C:50]([F:53])([F:52])[F:51])[C:47]([NH2:54])=[C:46]([Cl:55])[CH:45]=3)[C:21]([N:23]3[CH2:28][CH2:27][N:26]([CH:29]4[CH2:35][CH:34]5[N:36](C(OCC)=O)[C:31](C)([CH2:32][CH2:33]5)[CH2:30]4)[CH2:25][CH2:24]3)=[O:22])=[O:18])[CH2:13][CH2:12]2)[CH2:9][CH2:8][C:7]2[CH:56]=[CH:57][CH:58]=[CH:59][C:6]=2[NH:5]1.[CH2:60]1[CH2:64][O:63]CC1, predict the reaction product. The product is: [O:3]=[C:4]1[N:10]([CH:11]2[CH2:12][CH2:13][N:14]([C:17]([O:19][C@H:20]([CH2:43][C:44]3[CH:49]=[C:48]([C:50]([F:52])([F:53])[F:51])[C:47]([NH2:54])=[C:46]([Cl:55])[CH:45]=3)[C:21]([N:23]3[CH2:28][CH2:27][N:26]([CH:29]4[CH2:35][CH:34]5[N:36]([CH2:60][C:64]([OH:2])=[O:63])[CH:31]([CH2:32][CH2:33]5)[CH2:30]4)[CH2:25][CH2:24]3)=[O:22])=[O:18])[CH2:15][CH2:16]2)[CH2:9][CH2:8][C:7]2[CH:56]=[CH:57][CH:58]=[CH:59][C:6]=2[NH:5]1.